Predict the reactants needed to synthesize the given product. From a dataset of Full USPTO retrosynthesis dataset with 1.9M reactions from patents (1976-2016). (1) The reactants are: [C:1]([C:4]1[CH:12]=[CH:11][C:7]([C:8]([OH:10])=O)=[CH:6][CH:5]=1)(=[O:3])[CH3:2].C([O:15][C:16](=[O:38])[C:17]([O:20][C:21]1[CH:26]=[CH:25][C:24]([O:27][C:28]2[CH:33]=[CH:32][CH:31]=[C:30]([CH2:34][NH2:35])[CH:29]=2)=[CH:23][C:22]=1[CH2:36]C)([CH3:19])[CH3:18])C. Given the product [C:1]([C:4]1[CH:5]=[CH:6][C:7]([C:8]([NH:35][CH2:34][C:30]2[CH:29]=[C:28]([CH:33]=[CH:32][CH:31]=2)[O:27][C:24]2[CH:25]=[CH:26][C:21]([O:20][C:17]([CH3:19])([CH3:18])[C:16]([OH:38])=[O:15])=[C:22]([CH3:36])[CH:23]=2)=[O:10])=[CH:11][CH:12]=1)(=[O:3])[CH3:2], predict the reactants needed to synthesize it. (2) Given the product [Cl:13][C:11]1[CH:10]=[CH:9][C:7]2[NH:8][C:4]([C@@H:3]([NH:14][C:15](=[O:30])[C:16]3[CH:21]=[CH:20][C:19]([C:22]([N:24]4[CH2:28][CH2:27][CH2:26][CH2:25]4)=[O:23])=[C:18]([CH3:29])[CH:17]=3)[CH2:2][NH:1][S:39]([CH3:38])(=[O:41])=[O:40])=[N:5][C:6]=2[CH:12]=1, predict the reactants needed to synthesize it. The reactants are: [NH2:1][CH2:2][C@H:3]([NH:14][C:15](=[O:30])[C:16]1[CH:21]=[CH:20][C:19]([C:22]([N:24]2[CH2:28][CH2:27][CH2:26][CH2:25]2)=[O:23])=[C:18]([CH3:29])[CH:17]=1)[C:4]1[NH:8][C:7]2[CH:9]=[CH:10][C:11]([Cl:13])=[CH:12][C:6]=2[N:5]=1.C(N(CC)CC)C.[CH3:38][S:39](Cl)(=[O:41])=[O:40]. (3) The reactants are: Cl.[F:2][C:3]1[CH:8]=[CH:7][C:6]([C:9]2[C:14]([C:15]3[CH:20]=[CH:19][N:18]=[C:17]([O:21]C)[N:16]=3)=[CH:13][CH:12]=[CH:11][N:10]=2)=[CH:5][C:4]=1[CH3:23]. Given the product [F:2][C:3]1[CH:8]=[CH:7][C:6]([C:9]2[C:14]([C:15]3[NH:16][C:17](=[O:21])[N:18]=[CH:19][CH:20]=3)=[CH:13][CH:12]=[CH:11][N:10]=2)=[CH:5][C:4]=1[CH3:23], predict the reactants needed to synthesize it. (4) The reactants are: [F:1][C:2]1[CH:7]=[C:6]([F:8])[CH:5]=[CH:4][C:3]=1B(O)O.C(=O)([O-])[O-].[K+].[K+].Br[C:19]1[CH:24]=[C:23]([F:25])[CH:22]=[CH:21][C:20]=1[C:26](=[O:28])[CH3:27]. Given the product [F:1][C:2]1[CH:7]=[C:6]([F:8])[CH:5]=[CH:4][C:3]=1[C:19]1[CH:24]=[C:23]([F:25])[CH:22]=[CH:21][C:20]=1[C:26](=[O:28])[CH3:27], predict the reactants needed to synthesize it.